Dataset: Reaction yield outcomes from USPTO patents with 853,638 reactions. Task: Predict the reaction yield, written as a fraction of the theoretical maximum amount of product (1.0 means a 100% yield; for example, 0.34 means a 34% yield). The reactants are [Cl:1][C:2]1[CH:31]=[CH:30][C:5]([CH2:6][NH:7][C:8]([C:10]2[C:19](=[O:20])[C:18]3[C:13](=[C:14](I)[CH:15]=[C:16]([CH2:21][N:22]4[CH2:27][CH2:26][O:25][CH2:24][CH2:23]4)[CH:17]=3)[N:12]([CH3:29])[CH:11]=2)=[O:9])=[CH:4][CH:3]=1.[CH3:32][N:33]([CH3:37])[CH2:34][C:35]#[CH:36].CN(C=O)C. The catalyst is N(CC)CC.Cl[Pd](Cl)([P](C1C=CC=CC=1)(C1C=CC=CC=1)C1C=CC=CC=1)[P](C1C=CC=CC=1)(C1C=CC=CC=1)C1C=CC=CC=1.[Cu]I. The product is [Cl:1][C:2]1[CH:31]=[CH:30][C:5]([CH2:6][NH:7][C:8]([C:10]2[C:19](=[O:20])[C:18]3[C:13](=[C:14]([C:36]#[C:35][CH2:34][N:33]([CH3:37])[CH3:32])[CH:15]=[C:16]([CH2:21][N:22]4[CH2:27][CH2:26][O:25][CH2:24][CH2:23]4)[CH:17]=3)[N:12]([CH3:29])[CH:11]=2)=[O:9])=[CH:4][CH:3]=1. The yield is 0.550.